This data is from Reaction yield outcomes from USPTO patents with 853,638 reactions. The task is: Predict the reaction yield, written as a fraction of the theoretical maximum amount of product (1.0 means a 100% yield; for example, 0.34 means a 34% yield). (1) The reactants are [F:1][C:2]1[CH:28]=[CH:27][C:5]([C:6]([C:8]2[CH:9]=[N:10][C:11]([N:14]3[CH2:19][CH2:18][N:17]([C:20]([O:22][C:23]([CH3:26])([CH3:25])[CH3:24])=[O:21])[CH2:16][CH2:15]3)=[N:12][CH:13]=2)=O)=[CH:4][CH:3]=1.[CH3:29][C:30]([S@@:33]([NH2:35])=[O:34])([CH3:32])[CH3:31]. The catalyst is C1COCC1.C(OCC)(=O)C.C(=O)(O)[O-].[Na+].[O-]CC.[Ti+4].[O-]CC.[O-]CC.[O-]CC. The product is [C:30]([S@@:33](/[N:35]=[C:6](/[C:5]1[CH:27]=[CH:28][C:2]([F:1])=[CH:3][CH:4]=1)\[C:8]1[CH:9]=[N:10][C:11]([N:14]2[CH2:19][CH2:18][N:17]([C:20]([O:22][C:23]([CH3:26])([CH3:25])[CH3:24])=[O:21])[CH2:16][CH2:15]2)=[N:12][CH:13]=1)=[O:34])([CH3:32])([CH3:31])[CH3:29]. The yield is 0.660. (2) The reactants are [NH2:1][C:2]1[CH:7]=[CH:6][N:5]([CH2:8][CH2:9][CH2:10][CH2:11][C:12]2[S:16][C:15]([C:17]([NH:19][CH2:20][C:21]3[CH:22]=[N:23][C:24]([CH3:27])=[CH:25][CH:26]=3)=[O:18])=[N:14][N:13]=2)[C:4](=[O:28])[C:3]=1[F:29].[CH:30]1([CH2:34][C:35](O)=[O:36])[CH2:33][CH2:32][CH2:31]1.C(P1(=O)OP(CCC)(=O)OP(CCC)(=O)O1)CC.CCOC(C)=O. The catalyst is CN(C=O)C. The product is [CH:30]1([CH2:34][C:35]([NH:1][C:2]2[CH:7]=[CH:6][N:5]([CH2:8][CH2:9][CH2:10][CH2:11][C:12]3[S:16][C:15]([C:17]([NH:19][CH2:20][C:21]4[CH:22]=[N:23][C:24]([CH3:27])=[CH:25][CH:26]=4)=[O:18])=[N:14][N:13]=3)[C:4](=[O:28])[C:3]=2[F:29])=[O:36])[CH2:33][CH2:32][CH2:31]1. The yield is 0.270. (3) The reactants are [NH2:1][C:2]1[CH:7]=[CH:6][CH:5]=[CH:4][C:3]=1[C:8]1[CH:13]=[CH:12][CH:11]=[CH:10][C:9]=1[NH2:14].[CH:15]12[CH2:24][CH:19]3[CH2:20][CH:21]([CH2:23][CH:17]([CH2:18]3)[C:16]1=O)[CH2:22]2.[CH3:26][C:27]1[CH:28]=[CH:29][C:30](S(O)(=O)=O)=[CH:31][CH:32]=1.[H-].[H-].[H-].[H-].[Li+].[Al+3].[C:43]1(C)[CH:48]=CC=C[CH:44]=1. The catalyst is C1COCC1. The product is [CH:15]12[CH2:24][CH:19]3[CH2:20][CH:21]([CH2:23][CH:17]([CH2:18]3)[CH:16]1[NH:1][C:2]1[CH:7]=[CH:6][CH:5]=[CH:4][C:3]=1[C:8]1[CH:13]=[CH:12][CH:11]=[CH:10][C:9]=1[NH:14][CH:26]1[CH:43]3[CH2:48][CH:31]4[CH2:30][CH:29]([CH2:28][CH:27]1[CH2:32]4)[CH2:44]3)[CH2:22]2. The yield is 1.00. (4) The reactants are [N:1]1([C:7]2[C:8]3[N:16]=[C:15]([C:17]4[CH:18]=[N:19][CH:20]=[CH:21][CH:22]=4)[S:14][C:9]=3[N:10]=[C:11]([NH2:13])[N:12]=2)[CH2:6][CH2:5][NH:4][CH2:3][CH2:2]1.[Cl:23][C:24]1[CH:29]=[CH:28][C:27]([N:30]=[C:31]=[O:32])=[CH:26][CH:25]=1. No catalyst specified. The product is [NH2:13][C:11]1[N:12]=[C:7]([N:1]2[CH2:6][CH2:5][N:4]([C:31]([NH:30][C:27]3[CH:28]=[CH:29][C:24]([Cl:23])=[CH:25][CH:26]=3)=[O:32])[CH2:3][CH2:2]2)[C:8]2[N:16]=[C:15]([C:17]3[CH:18]=[N:19][CH:20]=[CH:21][CH:22]=3)[S:14][C:9]=2[N:10]=1. The yield is 0.380. (5) The reactants are C(O[C@H](CCCCCCCCCC(C)C)CC(O)=O)C1C=CC=CC=1.BrC1C=CC([C@:33](CC=O)([CH:37]([O:52][C:53](=[O:69])[CH2:54][CH2:55][CH2:56][CH2:57][CH2:58][CH2:59][CH2:60][CH2:61][CH2:62][CH2:63][CH2:64][CH2:65][CH2:66][CH2:67][CH3:68])[CH2:38][CH2:39][CH2:40][CH2:41][CH2:42][CH2:43][CH2:44][CH2:45][CH2:46][CH2:47][CH2:48][CH:49]([CH3:51])[CH3:50])[C:34]([O-:36])=[O:35])=CC=1. The catalyst is [Zn]. The product is [C:53]([O:52][C@H:37]([CH2:38][CH2:39][CH2:40][CH2:41][CH2:42][CH2:43][CH2:44][CH2:45][CH2:46][CH2:47][CH2:48][CH:49]([CH3:50])[CH3:51])[CH2:33][C:34]([OH:36])=[O:35])(=[O:69])[CH2:54][CH2:55][CH2:56][CH2:57][CH2:58][CH2:59][CH2:60][CH2:61][CH2:62][CH2:63][CH2:64][CH2:65][CH2:66][CH2:67][CH3:68]. The yield is 0.960. (6) The reactants are Cl[C:2]1[N:3]=[C:4]([NH:12][N:13]2[CH2:18][CH2:17][CH2:16][CH2:15][CH2:14]2)[C:5]2[S:10][CH:9]=[C:8]([CH3:11])[C:6]=2[N:7]=1.[CH2:19]([NH2:22])[CH:20]=[CH2:21].C(=O)([O-])O.[Na+]. No catalyst specified. The product is [CH2:19]([NH:22][C:2]1[N:3]=[C:4]([NH:12][N:13]2[CH2:18][CH2:17][CH2:16][CH2:15][CH2:14]2)[C:5]2[S:10][CH:9]=[C:8]([CH3:11])[C:6]=2[N:7]=1)[CH:20]=[CH2:21]. The yield is 0.640. (7) The reactants are [Br:1][C:2]1[CH:3]=[C:4]([CH:25]=[CH:26][CH:27]=1)[CH2:5][N:6]1[C:14]2[C:13](=[O:15])[N:12]([CH3:16])[C:11](=[O:17])[N:10]([CH3:18])[C:9]=2[N:8]=[C:7]1[S:19][C:20]([CH3:24])([CH3:23])[CH:21]=[O:22].[CH:28]([Mg]Br)([CH3:30])[CH3:29]. The catalyst is C1COCC1. The product is [Br:1][C:2]1[CH:3]=[C:4]([CH:25]=[CH:26][CH:27]=1)[CH2:5][N:6]1[C:14]2[C:13](=[O:15])[N:12]([CH3:16])[C:11](=[O:17])[N:10]([CH3:18])[C:9]=2[N:8]=[C:7]1[S:19][C:20]([CH3:23])([CH:21]([OH:22])[CH2:29][CH2:28][CH3:30])[CH3:24]. The yield is 0.530. (8) The yield is 0.900. No catalyst specified. The product is [Cl:20][CH2:11][C:3]1[C:2]([F:1])=[CH:10][C:6]2[O:7][CH2:8][O:9][C:5]=2[CH:4]=1. The reactants are [F:1][C:2]1[C:3]([CH2:11]O)=[CH:4][C:5]2[O:9][CH2:8][O:7][C:6]=2[CH:10]=1.C([O-])(O)=O.[Na+].O=S(Cl)[Cl:20]. (9) The reactants are [OH:1][CH2:2][C@@H:3]1[C@:12]2([CH3:13])[C@H:7]([C:8]([CH3:15])([CH3:14])[CH2:9][CH2:10][CH2:11]2)[CH2:6][CH2:5][C@@:4]1([CH3:17])[OH:16].CC1C=NC2C(C=1C)=CC=C1C=2N=CC(C)=C1C.C([O-])([O-])=O.[Cs+].[Cs+].[CH2:42]([O:49][C:50]1[CH:55]=[C:54](I)[CH:53]=[C:52]([O:57][CH2:58][C:59]2[CH:64]=[CH:63][CH:62]=[CH:61][CH:60]=2)[CH:51]=1)[C:43]1[CH:48]=[CH:47][CH:46]=[CH:45][CH:44]=1. The catalyst is C1(C)C=CC=CC=1.COCCOCCOC.[Cu]I. The product is [CH2:42]([O:49][C:50]1[CH:55]=[C:54]([CH:53]=[C:52]([O:57][CH2:58][C:59]2[CH:64]=[CH:63][CH:62]=[CH:61][CH:60]=2)[CH:51]=1)[O:1][CH2:2][C@@H:3]1[C@:12]2([CH3:13])[C@H:7]([C:8]([CH3:15])([CH3:14])[CH2:9][CH2:10][CH2:11]2)[CH2:6][CH2:5][C@@:4]1([CH3:17])[OH:16])[C:43]1[CH:44]=[CH:45][CH:46]=[CH:47][CH:48]=1. The yield is 0.440. (10) The reactants are [Cl:1][C:2]1[C:3]([F:19])=[C:4]([C:8]2[O:12][N:11]=[C:10]([C:13]([O:15]CC)=[O:14])[C:9]=2[CH3:18])[CH:5]=[CH:6][CH:7]=1.Cl.NO. The catalyst is CCO. The product is [Cl:1][C:2]1[C:3]([F:19])=[C:4]([C:8]2[O:12][N:11]=[C:10]([C:13]([OH:15])=[O:14])[C:9]=2[CH3:18])[CH:5]=[CH:6][CH:7]=1. The yield is 0.390.